Dataset: Full USPTO retrosynthesis dataset with 1.9M reactions from patents (1976-2016). Task: Predict the reactants needed to synthesize the given product. (1) Given the product [Cl:13][C:7]1[C:6]2[NH:2][C:3](=[O:15])[N:4]([CH3:14])[C:5]=2[C:10]([C:11](=[O:22])[CH2:16][CH3:17])=[CH:9][CH:8]=1, predict the reactants needed to synthesize it. The reactants are: C[N:2]1[C:6]2[C:7]([Cl:13])=[CH:8][CH:9]=[C:10]([C:11]#N)[C:5]=2[N:4]([CH3:14])[C:3]1=[O:15].[CH2:16]([Mg]Br)[CH3:17].Cl.C(=O)([O-])[OH:22].[Na+]. (2) Given the product [F:69][C:64]1[CH:63]=[C:62]([CH:67]=[CH:66][C:65]=1[F:68])[CH2:61][N:57]1[CH:58]=[CH:59][CH:60]=[C:55]([C:53]([NH:52][CH2:51][C:49]2[S:50][C:46]([C:85]3[C:79]4[C:80](=[N:81][CH:82]=[C:77]([C:75]([OH:76])=[O:74])[CH:78]=4)[NH:83][CH:84]=3)=[CH:47][CH:48]=2)=[O:54])[C:56]1=[O:70], predict the reactants needed to synthesize it. The reactants are: C(C1C=C2C(C3C=C(C=CC=3)CNC(C3C(=O)N(CC4C=CC(F)=C(F)C=4)C=CC=3)=O)=CNC2=NC=1)#N.CC1(C)C(C)(C)OB([C:46]2[S:50][C:49]([CH2:51][NH:52][C:53]([C:55]3[C:56](=[O:70])[N:57]([CH2:61][C:62]4[CH:67]=[CH:66][C:65]([F:68])=[C:64]([F:69])[CH:63]=4)[CH:58]=[CH:59][CH:60]=3)=[O:54])=[CH:48][CH:47]=2)O1.[B].C[O:74][C:75]([C:77]1[CH:78]=[C:79]2[CH:85]=[CH:84][NH:83][C:80]2=[N:81][CH:82]=1)=[O:76]. (3) Given the product [Cl:1][C:2]1[CH:10]=[C:9]([F:11])[C:8]([N+:12]([O-:14])=[O:13])=[CH:7][C:3]=1[C:4](=[O:6])[CH2:26][C:27]([O:19][CH2:15][CH3:16])=[O:28], predict the reactants needed to synthesize it. The reactants are: [Cl:1][C:2]1[CH:10]=[C:9]([F:11])[C:8]([N+:12]([O-:14])=[O:13])=[CH:7][C:3]=1[C:4]([OH:6])=O.[C:15](Cl)(=[O:19])[C:16](Cl)=O.[Cl-].[Mg+2].[Cl-].C([CH:26](C([O-])=O)[C:27]([O-])=[O:28])C.[K+].[K+].C(N(CC)CC)C.Cl. (4) Given the product [CH2:21]([NH:23][C:26]1[N:27]=[C:28]([NH:44][CH2:45][CH2:46][CH3:47])[C:29]2[N:30]=[C:31]([NH:40][CH2:41][CH3:42])[N:32]=[C:33]([NH:36][CH2:37][CH2:38][CH3:39])[C:34]=2[N:35]=1)[CH3:22], predict the reactants needed to synthesize it. The reactants are: ClC1N=C(NCCC)C2N=C(Cl)N=C(NCCC)C=2N=1.[CH2:21]([NH2:23])[CH3:22].CN[C:26]1[N:27]=[C:28]([NH:44][CH2:45][CH2:46][CH3:47])[C:29]2[N:30]=[C:31]([NH:40][CH2:41][CH2:42]O)[N:32]=[C:33]([NH:36][CH2:37][CH2:38][CH3:39])[C:34]=2[N:35]=1. (5) The reactants are: [F:1][C:2]1[C:19]([N:20]2[CH2:25][CH2:24][N:23]([C:26]3[CH:27]=[N:28][C:29]([N:32]4[CH2:35][CH:34]([O:36][CH3:37])[CH2:33]4)=[N:30][CH:31]=3)[CH2:22][CH2:21]2)=[CH:18][CH:17]=[CH:16][C:3]=1[CH2:4][N:5]1C(=O)C2C(=CC=CC=2)C1=O.O.NN. Given the product [F:1][C:2]1[C:19]([N:20]2[CH2:25][CH2:24][N:23]([C:26]3[CH:27]=[N:28][C:29]([N:32]4[CH2:33][CH:34]([O:36][CH3:37])[CH2:35]4)=[N:30][CH:31]=3)[CH2:22][CH2:21]2)=[CH:18][CH:17]=[CH:16][C:3]=1[CH2:4][NH2:5], predict the reactants needed to synthesize it. (6) Given the product [CH3:15][O:16][C:17]([C:18]1[CH:23]=[CH:22][CH:21]=[CH:20][CH:19]=1)=[C:9]1[C:8]2[C:12](=[CH:13][C:5]([C:3]([O:2][CH3:1])=[O:4])=[CH:6][CH:7]=2)[NH:11][C:10]1=[O:14], predict the reactants needed to synthesize it. The reactants are: [CH3:1][O:2][C:3]([C:5]1[CH:13]=[C:12]2[C:8]([CH2:9][C:10](=[O:14])[NH:11]2)=[CH:7][CH:6]=1)=[O:4].[CH3:15][O:16][C:17](OC)(OC)[C:18]1[CH:23]=[CH:22][CH:21]=[CH:20][CH:19]=1.CC(OC(C)=O)=O. (7) Given the product [NH2:15][C:11]1[CH:10]=[C:9]([O:8][C:7]2[CH:6]=[CH:5][C:4]([NH:23][C:24]([NH:26][C:27](=[O:32])[C:28]([CH3:30])([CH3:29])[CH3:31])=[O:25])=[N:3][C:2]=2[CH3:1])[CH:14]=[CH:13][N:12]=1, predict the reactants needed to synthesize it. The reactants are: [CH3:1][C:2]1[C:7]([O:8][C:9]2[CH:14]=[CH:13][N:12]=[C:11]([NH:15]C(=O)OC(C)(C)C)[CH:10]=2)=[CH:6][CH:5]=[C:4]([NH:23][C:24]([NH:26][C:27](=[O:32])[C:28]([CH3:31])([CH3:30])[CH3:29])=[O:25])[N:3]=1.